From a dataset of Reaction yield outcomes from USPTO patents with 853,638 reactions. Predict the reaction yield, written as a fraction of the theoretical maximum amount of product (1.0 means a 100% yield; for example, 0.34 means a 34% yield). (1) The reactants are [Br:1][C:2]1[CH:3]=[C:4]2[C:9](=[CH:10][CH:11]=1)[N:8]=[C:7](O)[CH:6]=[N:5]2.[NH4+].[OH-].O=P(Cl)(Cl)[Cl:17]. No catalyst specified. The yield is 0.920. The product is [Br:1][C:2]1[CH:3]=[C:4]2[C:9](=[CH:10][CH:11]=1)[N:8]=[C:7]([Cl:17])[CH:6]=[N:5]2. (2) The reactants are [Cl:1][C:2]1[CH:3]=[C:4]([N:8]2[C:12]([CH2:13][NH2:14])=[CH:11][C:10]([C:15]([F:18])([F:17])[F:16])=[N:9]2)[CH:5]=[CH:6][CH:7]=1.[N:19]1[CH:24]=[CH:23][CH:22]=[CH:21][C:20]=1[CH2:25][C:26](O)=[O:27].F[B-](F)(F)F.N1(OC(N(C)C)=[N+](C)C)C2C=CC=CC=2N=N1.C(N(C(C)C)C(C)C)C. The catalyst is O1CCCC1.CN(C)C=O. The product is [Cl:1][C:2]1[CH:3]=[C:4]([N:8]2[C:12]([CH2:13][NH:14][C:26](=[O:27])[CH2:25][C:20]3[CH:21]=[CH:22][CH:23]=[CH:24][N:19]=3)=[CH:11][C:10]([C:15]([F:16])([F:17])[F:18])=[N:9]2)[CH:5]=[CH:6][CH:7]=1. The yield is 0.940.